Regression/Classification. Given a drug SMILES string, predict its absorption, distribution, metabolism, or excretion properties. Task type varies by dataset: regression for continuous measurements (e.g., permeability, clearance, half-life) or binary classification for categorical outcomes (e.g., BBB penetration, CYP inhibition). Dataset: cyp3a4_veith. From a dataset of CYP3A4 inhibition data for predicting drug metabolism from PubChem BioAssay. The drug is Cc1ncc([N+](=O)[O-])n1CC(=O)NCc1ccccc1. The result is 0 (non-inhibitor).